Predict the reaction yield, written as a fraction of the theoretical maximum amount of product (1.0 means a 100% yield; for example, 0.34 means a 34% yield). From a dataset of Reaction yield outcomes from USPTO patents with 853,638 reactions. (1) The reactants are [CH2:1]([C:8]1[C:20]([C:21]2[CH:26]=[CH:25][CH:24]=[C:23]([O:27]C)[CH:22]=2)=[C:11]2[N:12]=[CH:13][CH:14]=[C:15]([C:16]([F:19])([F:18])[F:17])[N:10]2[N:9]=1)[C:2]1[CH:7]=[CH:6][CH:5]=[CH:4][CH:3]=1.B(F)(F)F.S(C)C.O.CO. The catalyst is ClCCl. The product is [CH2:1]([C:8]1[C:20]([C:21]2[CH:22]=[C:23]([OH:27])[CH:24]=[CH:25][CH:26]=2)=[C:11]2[N:12]=[CH:13][CH:14]=[C:15]([C:16]([F:19])([F:18])[F:17])[N:10]2[N:9]=1)[C:2]1[CH:7]=[CH:6][CH:5]=[CH:4][CH:3]=1. The yield is 0.570. (2) The reactants are [NH2:1][C@@H:2]([C:5]([OH:7])=[O:6])[CH2:3][OH:4].C([BH3-])#N.[Na+].[CH:12](=O)[C:13]1[CH:18]=[CH:17][CH:16]=[CH:15][CH:14]=1. The yield is 0.600. The catalyst is CO. The product is [CH2:12]([NH:1][C@@H:2]([C:5]([OH:7])=[O:6])[CH2:3][OH:4])[C:13]1[CH:18]=[CH:17][CH:16]=[CH:15][CH:14]=1. (3) The reactants are [Na].[OH:2][C:3]1[CH:17]=[CH:16][C:6]([C:7]([C:9]2[CH:14]=[CH:13][C:12]([OH:15])=[CH:11][CH:10]=2)=[O:8])=[CH:5][CH:4]=1.Br[CH2:19][CH2:20][CH2:21][CH2:22][CH2:23][CH2:24][CH2:25][CH2:26][CH2:27][CH2:28][CH2:29][CH2:30][CH2:31][CH2:32][CH2:33][CH2:34][CH2:35][CH3:36]. The catalyst is C(O)C.[I-].[Na+]. The product is [CH2:19]([O:2][C:3]1[CH:17]=[CH:16][C:6]([C:7]([C:9]2[CH:14]=[CH:13][C:12]([O:15][CH2:36][CH2:35][CH2:34][CH2:33][CH2:32][CH2:31][CH2:30][CH2:29][CH2:28][CH2:27][CH2:26][CH2:25][CH2:24][CH2:23][CH2:22][CH2:21][CH2:20][CH3:19])=[CH:11][CH:10]=2)=[O:8])=[CH:5][CH:4]=1)[CH2:20][CH2:21][CH2:22][CH2:23][CH2:24][CH2:25][CH2:26][CH2:27][CH2:28][CH2:29][CH2:30][CH2:31][CH2:32][CH2:33][CH2:34][CH2:35][CH3:36]. The yield is 0.848. (4) The reactants are [CH3:1][O:2][C:3]1[CH:4]=[C:5]([C@@:11]23[CH2:19][CH2:18][C@@H:17]([NH:20][C:21](=O)[O:22]C(C)(C)C)[CH2:16][C@@H:15]2[NH:14][CH2:13][CH2:12]3)[CH:6]=[CH:7][C:8]=1[O:9][CH3:10].[CH:28](=O)[CH2:29][CH2:30][CH3:31].C(O[BH-](OC(=O)C)OC(=O)C)(=O)C.[Na+].[F:47][C:48]1[CH:49]=[C:50]([N:55]=C=O)[CH:51]=[CH:52][C:53]=1[F:54].[Cl:58]CCl. No catalyst specified. The product is [ClH:58].[F:47][C:48]1[CH:49]=[C:50]([NH:55][C:21]([NH:20][C@H:17]2[CH2:16][C@H:15]3[C@:11]([C:5]4[CH:6]=[CH:7][C:8]([O:9][CH3:10])=[C:3]([O:2][CH3:1])[CH:4]=4)([CH2:12][CH2:13][N:14]3[CH2:28][CH2:29][CH2:30][CH3:31])[CH2:19][CH2:18]2)=[O:22])[CH:51]=[CH:52][C:53]=1[F:54]. The yield is 0.180. (5) The yield is 0.610. The reactants are [NH2:1][C:2]1[C:17]([C:18]([F:21])([F:20])[F:19])=[CH:16][CH:15]=[CH:14][C:3]=1[C:4]([NH:6][C:7]1[CH:12]=[CH:11][CH:10]=[CH:9][C:8]=1[Cl:13])=[O:5].[Cl:22][CH2:23][C:24](Cl)=O. The catalyst is C(O)(=O)C. The product is [Cl:22][CH2:23][C:24]1[N:6]([C:7]2[CH:12]=[CH:11][CH:10]=[CH:9][C:8]=2[Cl:13])[C:4](=[O:5])[C:3]2[C:2](=[C:17]([C:18]([F:21])([F:19])[F:20])[CH:16]=[CH:15][CH:14]=2)[N:1]=1. (6) The product is [CH3:20][C:8]([OH:7])([CH3:19])[CH2:9][O:10][C:11]1([CH3:18])[CH2:16][CH2:15][CH:14]([NH:1][C:2]2[N:6]=[CH:5][NH:4][N:3]=2)[CH2:13][CH2:12]1. The yield is 0.540. The catalyst is C(O)(=O)C.C(=O)([O-])O.[Na+]. The reactants are [NH2:1][C:2]1[N:6]=[CH:5][NH:4][N:3]=1.[OH:7][C:8]([CH3:20])([CH3:19])[CH2:9][O:10][C:11]1([CH3:18])[CH2:16][CH2:15][C:14](=O)[CH2:13][CH2:12]1.C(O[BH-](OC(=O)C)OC(=O)C)(=O)C.[Na+]. (7) The reactants are [CH3:1][Li].[F:3][C:4]1[CH:11]=[CH:10][CH:9]=[C:6]([CH:7]=[O:8])[C:5]=1[OH:12]. The catalyst is C1COCC1. The product is [F:3][C:4]1[CH:11]=[CH:10][CH:9]=[C:6]([CH:7]([OH:8])[CH3:1])[C:5]=1[OH:12]. The yield is 0.990. (8) The reactants are [CH3:1][O:2][C:3]1[CH:4]=[C:5]2[C:10](=[C:11]([NH2:13])[CH:12]=1)[N:9]=[CH:8][CH:7]=[CH:6]2.Cl[S:15]([OH:18])(=O)=[O:16].P(Cl)(Cl)(Cl)(Cl)Cl.[Cl:25][C:26]1[C:27]([CH3:33])=[C:28]([CH:30]=[CH:31][CH:32]=1)[NH2:29].CCN(C(C)C)C(C)C. No catalyst specified. The product is [Cl:25][C:26]1[C:27]([CH3:33])=[C:28]([NH:29][S:15]([NH:13][C:11]2[CH:12]=[C:3]([O:2][CH3:1])[CH:4]=[C:5]3[C:10]=2[N:9]=[CH:8][CH:7]=[CH:6]3)(=[O:18])=[O:16])[CH:30]=[CH:31][CH:32]=1. The yield is 0.0200.